Predict the product of the given reaction. From a dataset of Forward reaction prediction with 1.9M reactions from USPTO patents (1976-2016). (1) Given the reactants [C:1]([C:3]1([C:9]2[CH:28]=[CH:27][C:12]([O:13][CH:14]3[CH2:19][CH2:18][N:17](C(OC(C)(C)C)=O)[CH2:16][CH2:15]3)=[CH:11][CH:10]=2)[CH2:8][CH2:7][O:6][CH2:5][CH2:4]1)#[N:2].C(O)(C(F)(F)F)=O, predict the reaction product. The product is: [NH:17]1[CH2:16][CH2:15][CH:14]([O:13][C:12]2[CH:11]=[CH:10][C:9]([C:3]3([C:1]#[N:2])[CH2:4][CH2:5][O:6][CH2:7][CH2:8]3)=[CH:28][CH:27]=2)[CH2:19][CH2:18]1. (2) Given the reactants [NH2:1][C:2]1[CH:7]=[C:6]([F:8])[CH:5]=[C:4]([F:9])[C:3]=1[S:10]([NH2:13])(=[O:12])=[O:11].[Cl:14][C:15]1[CH:16]=[C:17](/[CH:22]=[CH:23]/[S:24](Cl)(=[O:26])=[O:25])[CH:18]=[CH:19][C:20]=1[Cl:21], predict the reaction product. The product is: [Cl:14][C:15]1[CH:16]=[C:17](/[CH:22]=[CH:23]/[S:24]([NH:1][C:2]2[CH:7]=[C:6]([F:8])[CH:5]=[C:4]([F:9])[C:3]=2[S:10]([NH2:13])(=[O:12])=[O:11])(=[O:26])=[O:25])[CH:18]=[CH:19][C:20]=1[Cl:21]. (3) Given the reactants [CH2:1]([OH:8])[C:2]1[CH:7]=[CH:6][CH:5]=[CH:4][CH:3]=1.[Br:9][CH2:10][C:11]1[CH:19]=[CH:18][CH:17]=[C:16]([CH3:20])[C:12]=1[C:13](Br)=[O:14], predict the reaction product. The product is: [Br:9][CH2:10][C:11]1[CH:19]=[CH:18][CH:17]=[C:16]([CH3:20])[C:12]=1[C:13]([O:8][CH2:1][C:2]1[CH:7]=[CH:6][CH:5]=[CH:4][CH:3]=1)=[O:14]. (4) Given the reactants [Br:1][C:2]1[CH:3]=[CH:4][C:5]([NH:8][CH2:9][CH2:10][OH:11])=[N:6][CH:7]=1.N1C=CN=C1.C([Si](C)(C)Cl)CCC.[CH3:25][C:26]([Si:29](Cl)([CH3:31])[CH3:30])([CH3:28])[CH3:27], predict the reaction product. The product is: [Br:1][C:2]1[CH:3]=[CH:4][C:5]([NH:8][CH2:9][CH2:10][O:11][Si:29]([C:26]([CH3:28])([CH3:27])[CH3:25])([CH3:31])[CH3:30])=[N:6][CH:7]=1. (5) Given the reactants I[C:2]1[N:6]([CH3:7])[N:5]=[CH:4][CH:3]=1.[F:8][C:9]1[CH:14]=[CH:13][C:12]([N:15]2[CH:19]=[C:18](B(O)O)[CH:17]=[N:16]2)=[CH:11][CH:10]=1.C(=O)([O-])[O-].[Na+].[Na+].C(O)C, predict the reaction product. The product is: [F:8][C:9]1[CH:14]=[CH:13][C:12]([N:15]2[CH:19]=[C:18]([C:2]3[N:6]([CH3:7])[N:5]=[CH:4][CH:3]=3)[CH:17]=[N:16]2)=[CH:11][CH:10]=1.